This data is from Full USPTO retrosynthesis dataset with 1.9M reactions from patents (1976-2016). The task is: Predict the reactants needed to synthesize the given product. (1) Given the product [Cl:18][C:19]1[CH:24]=[CH:23][C:22]([CH2:25][C:26]([O:28][CH3:29])=[O:27])=[C:21]([O:30][CH2:44][C@:45]2([CH3:48])[CH2:47][O:46]2)[CH:20]=1, predict the reactants needed to synthesize it. The reactants are: FC1C=CC(CC(OC)=O)=C(OC[C@@H]2CO2)C=1.[Cl:18][C:19]1[CH:24]=[CH:23][C:22]([CH2:25][C:26]([O:28][CH3:29])=[O:27])=[C:21]([OH:30])[CH:20]=1.[N+](C1C=C(S(O[CH2:44][C@:45]2([CH3:48])[CH2:47][O:46]2)(=O)=O)C=CC=1)([O-])=O. (2) Given the product [C:21]([C:3]1[C:2]([F:1])=[CH:7][N:6]=[CH:5][C:4]=1[C:8]1[CH:9]=[C:10]2[C:15](=[N:16][CH:17]=1)[N:14]([C:18]([NH2:20])=[O:19])[CH2:13][CH2:12][CH2:11]2)(=[O:23])[CH3:22], predict the reactants needed to synthesize it. The reactants are: [F:1][C:2]1[C:3]([C@@H:21]([OH:23])[CH3:22])=[C:4]([C:8]2[CH:9]=[C:10]3[C:15](=[N:16][CH:17]=2)[N:14]([C:18]([NH2:20])=[O:19])[CH2:13][CH2:12][CH2:11]3)[CH:5]=[N:6][CH:7]=1.CC(OI1(OC(C)=O)(OC(C)=O)OC(=O)C2C=CC=CC1=2)=O. (3) The reactants are: Cl[CH2:2][C:3]1[N:8]=[C:7]([C:9]([NH:11][C:12]2[CH:20]=[C:19]([C:21]3[CH:26]=[CH:25][N:24]=[C:23]4[NH:27][CH:28]=[CH:29][C:22]=34)[CH:18]=[C:17]3[C:13]=2[CH:14]=[N:15][N:16]3S(C2C=CC=CC=2)(=O)=O)=[O:10])[CH:6]=[CH:5][CH:4]=1.[NH:39]1[CH2:44][CH2:43][O:42][CH2:41][CH2:40]1.CCN(C(C)C)C(C)C.[I-].[Na+].C[Si](C)(C)[O-].[K+]. Given the product [CH:9]([OH:10])=[O:42].[N:39]1([CH2:2][C:3]2[N:8]=[C:7]([C:9]([NH:11][C:12]3[CH:20]=[C:19]([C:21]4[CH:26]=[CH:25][N:24]=[C:23]5[NH:27][CH:28]=[CH:29][C:22]=45)[CH:18]=[C:17]4[C:13]=3[CH:14]=[N:15][NH:16]4)=[O:10])[CH:6]=[CH:5][CH:4]=2)[CH2:44][CH2:43][O:42][CH2:41][CH2:40]1, predict the reactants needed to synthesize it. (4) Given the product [C:17]([O:16][C@@H:10]([C:4]1[C:5]([CH3:9])=[N:6][C:7]([CH3:8])=[C:2]([C:39]2[CH:38]=[CH:37][C:36]([O:35][CH2:34][C:33]3[CH:32]=[CH:31][C:30]([F:29])=[CH:46][CH:45]=3)=[CH:41][CH:40]=2)[C:3]=1[N:21]1[CH2:26][CH2:25][C:24]([CH3:28])([CH3:27])[CH2:23][CH2:22]1)[C:11]([O:13][CH2:14][CH3:15])=[O:12])([CH3:20])([CH3:19])[CH3:18], predict the reactants needed to synthesize it. The reactants are: Br[C:2]1[C:3]([N:21]2[CH2:26][CH2:25][C:24]([CH3:28])([CH3:27])[CH2:23][CH2:22]2)=[C:4]([C@H:10]([O:16][C:17]([CH3:20])([CH3:19])[CH3:18])[C:11]([O:13][CH2:14][CH3:15])=[O:12])[C:5]([CH3:9])=[N:6][C:7]=1[CH3:8].[F:29][C:30]1[CH:46]=[CH:45][C:33]([CH2:34][O:35][C:36]2[CH:41]=[CH:40][C:39](B(O)O)=[CH:38][CH:37]=2)=[CH:32][CH:31]=1.C([O-])([O-])=O.[Na+].[Na+]. (5) Given the product [OH:26][C:2]1[CH:3]=[C:4]([N:8]2[CH2:24][CH:12]3[CH2:13][N:14]([C:17]([O:19][C:20]([CH3:22])([CH3:21])[CH3:23])=[O:18])[CH2:15][CH2:16][N:11]3[C:9]2=[O:10])[CH:5]=[CH:6][CH:7]=1, predict the reactants needed to synthesize it. The reactants are: Br[C:2]1[CH:3]=[C:4]([NH:8][C:9]([N:11]2[CH2:16][CH2:15][N:14]([C:17]([O:19][C:20]([CH3:23])([CH3:22])[CH3:21])=[O:18])[CH2:13][CH:12]2[CH2:24]O)=[O:10])[CH:5]=[CH:6][CH:7]=1.[OH-:26].[K+].C(P(C(C)(C)C)C1C=CC=CC=1C1C(C(C)C)=CC(C(C)C)=CC=1C(C)C)(C)(C)C.Cl. (6) The reactants are: [N:1]1[C:9]2[C:4](=[N:5][CH:6]=[C:7]([C:10]([NH:12][C@@:13]3([C:18]([O:20]CCCC)=[O:19])[CH2:17][CH2:16][O:15][CH2:14]3)=[O:11])[CH:8]=2)[NH:3][CH:2]=1.[OH-].[Li+]. Given the product [N:1]1[C:9]2[C:4](=[N:5][CH:6]=[C:7]([C:10]([NH:12][C@@:13]3([C:18]([OH:20])=[O:19])[CH2:17][CH2:16][O:15][CH2:14]3)=[O:11])[CH:8]=2)[NH:3][CH:2]=1, predict the reactants needed to synthesize it.